From a dataset of Reaction yield outcomes from USPTO patents with 853,638 reactions. Predict the reaction yield, written as a fraction of the theoretical maximum amount of product (1.0 means a 100% yield; for example, 0.34 means a 34% yield). (1) The reactants are [Cl:1]N1C(=O)CCC1=O.[Cl:9][C:10]1[CH:11]=[C:12]2[C:16](=[CH:17][CH:18]=1)[NH:15][C:14]([S:19][CH2:20][CH2:21][C:22]([O:24][C:25]([CH3:28])([CH3:27])[CH3:26])=[O:23])=[CH:13]2.O. The catalyst is C(OCC)(=O)C. The product is [Cl:1][C:13]1[C:12]2[C:16](=[CH:17][CH:18]=[C:10]([Cl:9])[CH:11]=2)[NH:15][C:14]=1[S:19][CH2:20][CH2:21][C:22]([O:24][C:25]([CH3:28])([CH3:27])[CH3:26])=[O:23]. The yield is 0.990. (2) The reactants are [Mg].[Cl:2][C:3]1[CH:10]=[CH:9][C:6]([CH2:7]Cl)=[C:5]([O:11][CH3:12])[CH:4]=1.[O:13]=[C:14]1[CH2:19][CH2:18][N:17]([C:20]([O:22][C:23]([CH3:26])([CH3:25])[CH3:24])=[O:21])[CH2:16][CH2:15]1. The catalyst is C(OCC)C.[Cl-].[NH4+].II. The product is [Cl:2][C:3]1[CH:10]=[CH:9][C:6]([CH2:7][C:14]2([OH:13])[CH2:15][CH2:16][N:17]([C:20]([O:22][C:23]([CH3:25])([CH3:24])[CH3:26])=[O:21])[CH2:18][CH2:19]2)=[C:5]([O:11][CH3:12])[CH:4]=1. The yield is 0.370. (3) The yield is 0.890. The catalyst is ClCCl.C([O-])(=O)C.[Cu+2].C([O-])(=O)C. The product is [Br:1][C:2]1[CH:3]=[C:4]([C:9]([O:11][CH3:12])=[O:10])[C:5](=[O:8])[N:6]([C:13]2[CH:18]=[CH:17][CH:16]=[CH:15][CH:14]=2)[CH:7]=1. The reactants are [Br:1][C:2]1[CH:3]=[C:4]([C:9]([O:11][CH3:12])=[O:10])[C:5](=[O:8])[NH:6][CH:7]=1.[C:13]1(B(O)O)[CH:18]=[CH:17][CH:16]=[CH:15][CH:14]=1.N1C=CC=CC=1. (4) The reactants are C[Si](C)(C)[N-][Si](C)(C)C.[Li+].[S:11]1[CH:15]=[CH:14][CH:13]=[C:12]1[CH2:16][C:17]([O:19][CH2:20][CH3:21])=[O:18].[CH3:22][O:23][C:24]1[CH:31]=[CH:30][C:27]([CH2:28]Cl)=[CH:26][CH:25]=1. The catalyst is C1COCC1.CCOC(C)=O. The product is [CH3:22][O:23][C:24]1[CH:31]=[CH:30][C:27]([CH2:28][CH:16]([C:12]2[S:11][CH:15]=[CH:14][CH:13]=2)[C:17]([O:19][CH2:20][CH3:21])=[O:18])=[CH:26][CH:25]=1. The yield is 0.660. (5) The reactants are [Br:1][C:2]1[C:3]([C:15]([O:17]CC)=O)=[C:4]([C:7](=O)[C:8]2[CH:13]=[CH:12][N:11]=[CH:10][CH:9]=2)[S:5][CH:6]=1.[CH3:20][NH:21][NH2:22]. The catalyst is CCO. The product is [Br:1][C:2]1[C:3]2[C:15](=[O:17])[N:21]([CH3:20])[N:22]=[C:7]([C:8]3[CH:13]=[CH:12][N:11]=[CH:10][CH:9]=3)[C:4]=2[S:5][CH:6]=1. The yield is 0.448.